This data is from CYP3A4 inhibition data for predicting drug metabolism from PubChem BioAssay. The task is: Regression/Classification. Given a drug SMILES string, predict its absorption, distribution, metabolism, or excretion properties. Task type varies by dataset: regression for continuous measurements (e.g., permeability, clearance, half-life) or binary classification for categorical outcomes (e.g., BBB penetration, CYP inhibition). Dataset: cyp3a4_veith. (1) The result is 1 (inhibitor). The molecule is O=C(CSc1nc2ccccc2s1)N1c2ccccc2Sc2ccccc21. (2) The result is 0 (non-inhibitor). The molecule is CC[N+](CC)(CC)CC. (3) The molecule is O=c1c(-c2ccccc2)nc2cncnc2n1Cc1ccccc1. The result is 1 (inhibitor). (4) The drug is COc1ccc(CNC(=O)c2cnc(C)cn2)cc1. The result is 1 (inhibitor). (5) The drug is COc1cccc(Nc2ncc3nc(-c4cc(F)cc(F)c4)c(=O)n(CCC#N)c3n2)c1. The result is 1 (inhibitor). (6) The drug is C=CC[NH+]1/C(=C\CO)[C@H]2C[C@@H]3[C@@H]1CC[C@]31c3ccccc3N3/C=C4/[C@@H]5C[C@H]6[C@H](CC[C@@]67c6ccccc6N(/C=C/2[C@H]31)[C@@H]47)[NH+](CC=C)/C5=C\CO. The result is 0 (non-inhibitor). (7) The compound is CC(=O)[C@H]1CC[C@@H]2[C@]1(C)CC=C1[C@]23C=C[C@]2(C[C@H](O)CC[C@@]12C)[C@H](C(=O)O)[C@@H]3C(=O)O. The result is 0 (non-inhibitor).